Dataset: Catalyst prediction with 721,799 reactions and 888 catalyst types from USPTO. Task: Predict which catalyst facilitates the given reaction. (1) Reactant: [CH3:1][CH:2]1[CH2:7][C:6](=[O:8])[CH:5]=[C:4](B2OC(C)(C)C(C)(C)O2)[CH2:3]1.Cl[C:19]1[CH:24]=[CH:23][N:22]=[CH:21][C:20]=1[N+:25]([O-:27])=[O:26].C([O-])([O-])=O.[Na+].[Na+].ClCCl. Product: [CH3:1][CH:2]1[CH2:7][C:6](=[O:8])[CH:5]=[C:4]([C:19]2[CH:24]=[CH:23][N:22]=[CH:21][C:20]=2[N+:25]([O-:27])=[O:26])[CH2:3]1. The catalyst class is: 75. (2) Reactant: [F:1][C:2]1[CH:3]=[C:4]([CH:7]=[CH:8][C:9]=1[O:10][C:11]1[CH:16]=[CH:15][C:14]([O:17][CH3:18])=[CH:13][CH:12]=1)[CH:5]=O.[NH3:19]. Product: [F:1][C:2]1[CH:3]=[C:4]([CH:7]=[CH:8][C:9]=1[O:10][C:11]1[CH:16]=[CH:15][C:14]([O:17][CH3:18])=[CH:13][CH:12]=1)[CH2:5][NH2:19]. The catalyst class is: 181.